From a dataset of Full USPTO retrosynthesis dataset with 1.9M reactions from patents (1976-2016). Predict the reactants needed to synthesize the given product. (1) Given the product [NH2:1][C:2]1[N:6]([CH2:7][CH2:8][OH:9])[N:5]=[CH:4][C:3]=1[N:10](/[C:40](/[NH:49][C:50](=[O:56])[O:51][C:52]([CH3:55])([CH3:54])[CH3:53])=[N:41]/[C:42](=[O:48])[O:43][C:44]([CH3:47])([CH3:46])[CH3:45])[CH2:11][CH2:12][CH2:13][NH:14][C:15]([C:28]1[CH:33]=[CH:32][CH:31]=[CH:30][CH:29]=1)([C:16]1[CH:21]=[CH:20][CH:19]=[CH:18][CH:17]=1)[C:22]1[CH:23]=[CH:24][CH:25]=[CH:26][CH:27]=1, predict the reactants needed to synthesize it. The reactants are: [NH2:1][C:2]1[N:6]([CH2:7][CH2:8][OH:9])[N:5]=[CH:4][C:3]=1[NH:10][CH2:11][CH2:12][CH2:13][NH:14][C:15]([C:28]1[CH:33]=[CH:32][CH:31]=[CH:30][CH:29]=1)([C:22]1[CH:27]=[CH:26][CH:25]=[CH:24][CH:23]=1)[C:16]1[CH:21]=[CH:20][CH:19]=[CH:18][CH:17]=1.FC(F)(F)S(N=[C:40]([NH:49][C:50](=[O:56])[O:51][C:52]([CH3:55])([CH3:54])[CH3:53])[NH:41][C:42](=[O:48])[O:43][C:44]([CH3:47])([CH3:46])[CH3:45])(=O)=O.O. (2) The reactants are: [CH2:1]([NH:5][C:6]1[N:14]=[C:13]2[C:9]([N:10]=[C:11]([O:24]C)[N:12]2[CH2:15][CH2:16][CH2:17][CH:18]2[CH2:23][CH2:22][CH2:21][O:20][CH2:19]2)=[C:8]([NH2:26])[N:7]=1)[CH2:2][CH2:3][CH3:4].Cl.[OH-].[Na+].O. Given the product [NH2:26][C:8]1[N:7]=[C:6]([NH:5][CH2:1][CH2:2][CH2:3][CH3:4])[N:14]=[C:13]2[C:9]=1[NH:10][C:11](=[O:24])[N:12]2[CH2:15][CH2:16][CH2:17][CH:18]1[CH2:23][CH2:22][CH2:21][O:20][CH2:19]1, predict the reactants needed to synthesize it. (3) Given the product [NH2:31][C:32]1[N:37]=[C:36]([C:38]#[N:39])[C:35]([C:18]2[CH:19]=[CH:20][C:15]([C:10]3[C:9]([S:6]([NH:5][C:1]([CH3:2])([CH3:3])[CH3:4])(=[O:7])=[O:8])=[CH:14][CH:13]=[CH:12][CH:11]=3)=[CH:16][C:17]=2[F:30])=[CH:34][CH:33]=1, predict the reactants needed to synthesize it. The reactants are: [C:1]([NH:5][S:6]([C:9]1[C:10]([C:15]2[CH:20]=[CH:19][C:18](B3OC(C)(C)C(C)(C)O3)=[C:17]([F:30])[CH:16]=2)=[CH:11][CH:12]=[CH:13][CH:14]=1)(=[O:8])=[O:7])([CH3:4])([CH3:3])[CH3:2].[NH2:31][C:32]1[N:37]=[C:36]([C:38]#[N:39])[C:35](Br)=[CH:34][CH:33]=1. (4) Given the product [NH2:12][C:7]1[CH:8]=[CH:9][CH:10]=[CH:11][C:6]=1[S:3]([NH:2][CH3:1])(=[O:5])=[O:4], predict the reactants needed to synthesize it. The reactants are: [CH3:1][NH:2][S:3]([C:6]1[CH:11]=[CH:10][CH:9]=[CH:8][C:7]=1[N+:12]([O-])=O)(=[O:5])=[O:4]. (5) The reactants are: Cl.[N+:2]([C:5]1[CH:11]=[C:10]([C:12]2[CH:13]=[CH:14][C:15]3[O:21][CH2:20][CH2:19][NH:18][CH2:17][C:16]=3[CH:22]=2)[CH:9]=[CH:8][C:6]=1[NH2:7])([O-:4])=[O:3].CCN(C(C)C)C(C)C.Cl[C:33]([O:35][CH2:36][CH:37]=[CH2:38])=[O:34]. Given the product [NH2:7][C:6]1[CH:8]=[CH:9][C:10]([C:12]2[CH:13]=[CH:14][C:15]3[O:21][CH2:20][CH2:19][N:18]([C:33]([O:35][CH2:36][CH:37]=[CH2:38])=[O:34])[CH2:17][C:16]=3[CH:22]=2)=[CH:11][C:5]=1[N+:2]([O-:4])=[O:3], predict the reactants needed to synthesize it. (6) Given the product [CH2:15]([NH:18][C:4]1[C:5]2[S:10][CH:9]=[C:8]([CH:11]([CH3:13])[CH3:12])[C:6]=2[N:7]=[C:2]([Cl:1])[N:3]=1)[CH:16]=[CH2:17], predict the reactants needed to synthesize it. The reactants are: [Cl:1][C:2]1[N:3]=[C:4](Cl)[C:5]2[S:10][CH:9]=[C:8]([CH:11]([CH3:13])[CH3:12])[C:6]=2[N:7]=1.[CH2:15]([NH2:18])[CH:16]=[CH2:17]. (7) The reactants are: [CH:1]([C:3]1[CH:4]=[C:5]([C:14]([O:16][CH2:17][CH3:18])=[O:15])[C:6](=[O:13])[N:7]2[C:12]=1[CH:11]=[CH:10][CH:9]=[CH:8]2)=O.[N:19]1([C:25]2[CH:32]=[CH:31][C:28]([C:29]#[N:30])=[CH:27][CH:26]=2)[CH2:24][CH2:23][NH:22][CH2:21][CH2:20]1.C(O)(=O)C.ClC(Cl)C.C(O[BH-](OC(=O)C)OC(=O)C)(=O)C.[Na+]. Given the product [C:29]([C:28]1[CH:27]=[CH:26][C:25]([N:19]2[CH2:24][CH2:23][N:22]([CH2:1][C:3]3[CH:4]=[C:5]([C:14]([O:16][CH2:17][CH3:18])=[O:15])[C:6](=[O:13])[N:7]4[C:12]=3[CH:11]=[CH:10][CH:9]=[CH:8]4)[CH2:21][CH2:20]2)=[CH:32][CH:31]=1)#[N:30], predict the reactants needed to synthesize it. (8) Given the product [NH2:1][C:4]1[CH:9]=[CH:8][C:7]([C:10]2[C:11]([C:16]([NH:18][C:19]3[CH:20]=[C:21]4[C:25](=[CH:26][CH:27]=3)[N:24]([C:28](=[O:36])[CH2:29][C:30]3[CH:35]=[CH:34][CH:33]=[CH:32][N:31]=3)[CH2:23][CH2:22]4)=[O:17])=[CH:12][CH:13]=[CH:14][CH:15]=2)=[CH:6][CH:5]=1, predict the reactants needed to synthesize it. The reactants are: [N+:1]([C:4]1[CH:9]=[CH:8][C:7]([C:10]2[C:11]([C:16]([NH:18][C:19]3[CH:20]=[C:21]4[C:25](=[CH:26][CH:27]=3)[N:24]([C:28](=[O:36])[CH2:29][C:30]3[CH:35]=[CH:34][CH:33]=[CH:32][N:31]=3)[CH2:23][CH2:22]4)=[O:17])=[CH:12][CH:13]=[CH:14][CH:15]=2)=[CH:6][CH:5]=1)([O-])=O.[H][H]. (9) Given the product [OH:4][C:5]1[CH:10]=[C:9]([OH:11])[CH:8]=[CH:7][C:6]=1[CH:15]1[CH2:19][CH2:18][C:17](=[O:20])[CH2:16]1, predict the reactants needed to synthesize it. The reactants are: COC[O:4][C:5]1[CH:10]=[C:9]([O:11]COC)[CH:8]=[CH:7][C:6]=1[CH:15]1[CH2:19][CH2:18][C:17](=[O:20])[CH2:16]1. (10) Given the product [CH3:14][Si:15]([C:18]#[C:19][C:2]1[CH:7]=[CH:6][C:5]([CH2:8][CH2:9][C:10]([O:12][CH3:13])=[O:11])=[CH:4][CH:3]=1)([CH3:17])[CH3:16], predict the reactants needed to synthesize it. The reactants are: I[C:2]1[CH:7]=[CH:6][C:5]([CH2:8][CH2:9][C:10]([O:12][CH3:13])=[O:11])=[CH:4][CH:3]=1.[CH3:14][Si:15]([C:18]#[CH:19])([CH3:17])[CH3:16].